From a dataset of Peptide-MHC class I binding affinity with 185,985 pairs from IEDB/IMGT. Regression. Given a peptide amino acid sequence and an MHC pseudo amino acid sequence, predict their binding affinity value. This is MHC class I binding data. (1) The peptide sequence is LLFDSNEPI. The MHC is HLA-B15:01 with pseudo-sequence HLA-B15:01. The binding affinity (normalized) is 0.744. (2) The peptide sequence is SFSFGGFTF. The MHC is HLA-A26:01 with pseudo-sequence HLA-A26:01. The binding affinity (normalized) is 0.0847.